From a dataset of Full USPTO retrosynthesis dataset with 1.9M reactions from patents (1976-2016). Predict the reactants needed to synthesize the given product. (1) Given the product [Cl:38][C:36]1[CH:35]=[CH:34][C:33]([C:2]2[N:6]3[CH2:7][CH2:8][CH2:9][N:10]([CH3:12])[CH2:11][C:5]3=[C:4]([C:13]([NH:15][C@@H:16]([CH2:21][CH:22]([CH3:24])[CH3:23])[C:17]([NH:19][CH3:20])=[O:18])=[O:14])[N:3]=2)=[C:32]([F:31])[CH:37]=1, predict the reactants needed to synthesize it. The reactants are: Br[C:2]1[N:6]2[CH2:7][CH2:8][CH2:9][N:10]([CH3:12])[CH2:11][C:5]2=[C:4]([C:13]([NH:15][C@@H:16]([CH2:21][CH:22]([CH3:24])[CH3:23])[C:17]([NH:19][CH3:20])=[O:18])=[O:14])[N:3]=1.C(=O)([O-])[O-].[K+].[K+].[F:31][C:32]1[CH:37]=[C:36]([Cl:38])[CH:35]=[CH:34][C:33]=1B(O)O. (2) The reactants are: [C:1]([NH:8][CH2:9][CH2:10]S(C1C=CC(C)=CC=1)(=O)=O)([O:3][C:4]([CH3:7])([CH3:6])[CH3:5])=[O:2].[CH2:21]([SH:28])[C:22]1[CH:27]=[CH:26][CH:25]=[CH:24][CH:23]=1.C([O-])([O-])=O.[Cs+].[Cs+]. Given the product [C:1]([NH:8][CH2:9][CH2:10][S:28][CH2:21][C:22]1[CH:27]=[CH:26][CH:25]=[CH:24][CH:23]=1)([O:3][C:4]([CH3:7])([CH3:6])[CH3:5])=[O:2], predict the reactants needed to synthesize it. (3) Given the product [CH3:1][C:2]1[C:7]([CH3:8])=[CH:6][CH:5]=[CH:4][C:3]=1[C:9]1[CH:14]=[CH:13][CH:12]=[CH:11][C:10]=1[CH2:15][CH2:16][C:17]([N:23]([CH:20]([CH3:22])[CH3:21])[NH:24][C:25]([C:27]1[CH:31]=[CH:30][S:29][CH:28]=1)=[O:26])=[O:19], predict the reactants needed to synthesize it. The reactants are: [CH3:1][C:2]1[C:7]([CH3:8])=[CH:6][CH:5]=[CH:4][C:3]=1[C:9]1[CH:14]=[CH:13][CH:12]=[CH:11][C:10]=1[CH2:15][CH2:16][C:17]([OH:19])=O.[CH:20]([NH:23][NH:24][C:25]([C:27]1[CH:31]=[CH:30][S:29][CH:28]=1)=[O:26])([CH3:22])[CH3:21].C(N(CC)CC)C.C1C=CC2N(O)N=NC=2C=1.CCN=C=NCCCN(C)C. (4) The reactants are: [CH3:1][O:2][C:3]1[CH:4]=[C:5]2[C:9](=[CH:10][CH:11]=1)[NH:8][CH:7]=[CH:6]2.[C:12](Cl)(=[O:16])[C:13]([Cl:15])=[O:14]. Given the product [CH3:1][O:2][C:3]1[CH:4]=[C:5]2[C:9](=[CH:10][CH:11]=1)[NH:8][CH:7]=[C:6]2[C:12](=[O:16])[C:13]([Cl:15])=[O:14], predict the reactants needed to synthesize it. (5) The reactants are: C([N:8](CC1C=CC=CC=1)[C@H:9]1[CH2:14][CH2:13][C@H:12]([O:15][CH2:16][CH2:17][CH2:18][N:19]2[CH2:23][CH2:22][CH2:21][CH2:20]2)[CH2:11][CH2:10]1)C1C=CC=CC=1. Given the product [N:19]1([CH2:18][CH2:17][CH2:16][O:15][C@H:12]2[CH2:11][CH2:10][C@H:9]([NH2:8])[CH2:14][CH2:13]2)[CH2:23][CH2:22][CH2:21][CH2:20]1, predict the reactants needed to synthesize it.